This data is from Catalyst prediction with 721,799 reactions and 888 catalyst types from USPTO. The task is: Predict which catalyst facilitates the given reaction. Reactant: [F:1][C:2]1[CH:7]=[CH:6][C:5]([C:8]2[CH:22]=[C:21]([CH2:23][N:24]([CH3:35])[S:25]([C:28]3[CH:33]=[CH:32][C:31]([F:34])=[CH:30][CH:29]=3)(=[O:27])=[O:26])[CH:20]=[CH:19][C:9]=2[O:10][CH2:11][C:12]([O:14]C(C)(C)C)=[O:13])=[CH:4][C:3]=1[S:36]([CH3:39])(=[O:38])=[O:37]. Product: [F:1][C:2]1[CH:7]=[CH:6][C:5]([C:8]2[CH:22]=[C:21]([CH2:23][N:24]([CH3:35])[S:25]([C:28]3[CH:33]=[CH:32][C:31]([F:34])=[CH:30][CH:29]=3)(=[O:26])=[O:27])[CH:20]=[CH:19][C:9]=2[O:10][CH2:11][C:12]([OH:14])=[O:13])=[CH:4][C:3]=1[S:36]([CH3:39])(=[O:38])=[O:37]. The catalyst class is: 137.